Dataset: Catalyst prediction with 721,799 reactions and 888 catalyst types from USPTO. Task: Predict which catalyst facilitates the given reaction. (1) Reactant: [CH:1]1([C@H:5]([NH:13][C:14]([C:16]2[C:21]([CH3:22])=[CH:20][C:19](=[O:23])[N:18]([C:24]3[CH:29]=[CH:28][CH:27]=[CH:26][CH:25]=3)[C:17]=2[CH3:30])=[O:15])[C:6]2[CH:11]=[CH:10][CH:9]=[C:8]([F:12])[CH:7]=2)[CH2:4][CH2:3][CH2:2]1.[Br:31]N1C(=O)CCC1=O. Product: [CH:1]1([C@H:5]([NH:13][C:14]([C:16]2[C:21]([CH3:22])=[C:20]([Br:31])[C:19](=[O:23])[N:18]([C:24]3[CH:25]=[CH:26][CH:27]=[CH:28][CH:29]=3)[C:17]=2[CH3:30])=[O:15])[C:6]2[CH:11]=[CH:10][CH:9]=[C:8]([F:12])[CH:7]=2)[CH2:4][CH2:3][CH2:2]1. The catalyst class is: 9. (2) Reactant: [Si:1]([O:8][C:9]1[CH:14]=[C:13]([CH3:15])[C:12]([C:16]2[CH:21]=[CH:20][CH:19]=[C:18]([CH:22]=[O:23])[CH:17]=2)=[C:11]([CH3:24])[C:10]=1[Cl:25])([C:4]([CH3:7])([CH3:6])[CH3:5])([CH3:3])[CH3:2].CO.[BH4-].[Na+].O. Product: [Si:1]([O:8][C:9]1[CH:14]=[C:13]([CH3:15])[C:12]([C:16]2[CH:21]=[CH:20][CH:19]=[C:18]([CH2:22][OH:23])[CH:17]=2)=[C:11]([CH3:24])[C:10]=1[Cl:25])([C:4]([CH3:5])([CH3:7])[CH3:6])([CH3:3])[CH3:2]. The catalyst class is: 7.